From a dataset of Full USPTO retrosynthesis dataset with 1.9M reactions from patents (1976-2016). Predict the reactants needed to synthesize the given product. (1) Given the product [C:25]([O:18][C@@H:14]([CH2:13][CH2:12][NH:11][C:9]([O:8][CH2:1][C:2]1[CH:3]=[CH:4][CH:5]=[CH:6][CH:7]=1)=[O:10])[C:15]([OH:17])=[O:16])(=[O:32])[C:26]1[CH:31]=[CH:30][CH:29]=[CH:28][CH:27]=1, predict the reactants needed to synthesize it. The reactants are: [CH2:1]([O:8][C:9]([NH:11][CH2:12][CH2:13][C@H:14]([OH:18])[C:15]([OH:17])=[O:16])=[O:10])[C:2]1[CH:7]=[CH:6][CH:5]=[CH:4][CH:3]=1.N1C=CC=CC=1.[C:25](Cl)(=[O:32])[C:26]1[CH:31]=[CH:30][CH:29]=[CH:28][CH:27]=1. (2) Given the product [NH2:1][C:4]1[CH:5]=[C:6]([CH:22]=[CH:23][CH:24]=1)[CH2:7][NH:8][C:9]1[CH:10]=[C:11]([C:15]2[CH:16]=[C:17]([OH:21])[CH:18]=[CH:19][CH:20]=2)[CH:12]=[N:13][CH:14]=1, predict the reactants needed to synthesize it. The reactants are: [N+:1]([C:4]1[CH:5]=[C:6]([CH:22]=[CH:23][CH:24]=1)[CH2:7][NH:8][C:9]1[CH:10]=[C:11]([C:15]2[CH:16]=[C:17]([OH:21])[CH:18]=[CH:19][CH:20]=2)[CH:12]=[N:13][CH:14]=1)([O-])=O.